From a dataset of Full USPTO retrosynthesis dataset with 1.9M reactions from patents (1976-2016). Predict the reactants needed to synthesize the given product. The reactants are: S(Cl)(Cl)=O.C(N(C(C)C)C(C)C)C.[CH:14]1([NH:20][C:21]2[CH:26]=[CH:25][CH:24]=[CH:23][N:22]=2)[CH2:19][CH2:18][CH2:17][CH2:16][CH2:15]1.[CH3:27][CH:28]1[CH2:32][CH2:31][CH2:30][O:29]1.[C:33]1([CH3:39])[CH:38]=CC=[CH:35][CH:34]=1. Given the product [CH:14]1([N:20]([C:21]2[CH:26]=[CH:25][CH:24]=[CH:23][N:22]=2)[C:30](=[O:29])/[CH:31]=[CH:32]/[C:28]2[CH:35]=[CH:34][C:33]([CH3:39])=[CH:38][CH:27]=2)[CH2:19][CH2:18][CH2:17][CH2:16][CH2:15]1, predict the reactants needed to synthesize it.